Dataset: Catalyst prediction with 721,799 reactions and 888 catalyst types from USPTO. Task: Predict which catalyst facilitates the given reaction. (1) Reactant: CN(C)[CH2:3][CH2:4][C:5]([C:7]1[CH:12]=[CH:11][C:10]([O:13][CH2:14][CH2:15][CH2:16][N:17]2[CH2:22][CH2:21][CH2:20][CH2:19][CH2:18]2)=[CH:9][CH:8]=1)=[O:6].[CH2:24]([Mg]Br)C=C.[Na+].[Cl-]. Product: [N:17]1([CH2:16][CH2:15][CH2:14][O:13][C:10]2[CH:11]=[CH:12][C:7]([CH:5]([OH:6])[CH2:4][CH:3]=[CH2:24])=[CH:8][CH:9]=2)[CH2:22][CH2:21][CH2:20][CH2:19][CH2:18]1. The catalyst class is: 1. (2) Reactant: [CH3:1][O:2][C:3]1[CH:4]=[C:5]2[C:10](=[CH:11][CH:12]=1)[N:9]=[CH:8][CH:7]=[C:6]2[C@@H:13]([OH:21])[CH2:14][N:15]1[CH2:20][CH2:19][NH:18][CH2:17][CH2:16]1.[C:22](=[O:25])([O-:24])[O-].[K+].[K+].Br[CH2:29][CH2:30][N:31]1[C:39](=[O:40])[C:38]2[C:33](=[CH:34][CH:35]=[CH:36][CH:37]=2)[C:32]1=[O:41]. Product: [C:13]([OH:21])(=[O:40])[C:22]([OH:24])=[O:25].[C:32]([OH:41])(=[O:2])[C:22]([OH:24])=[O:25].[OH:21][C@H:13]([C:6]1[C:5]2[C:10](=[CH:11][CH:12]=[C:3]([O:2][CH3:1])[CH:4]=2)[N:9]=[CH:8][CH:7]=1)[CH2:14][N:15]1[CH2:20][CH2:19][N:18]([CH2:29][CH2:30][N:31]2[C:32](=[O:41])[C:33]3[C:38](=[CH:37][CH:36]=[CH:35][CH:34]=3)[C:39]2=[O:40])[CH2:17][CH2:16]1. The catalyst class is: 3. (3) Reactant: S(Cl)(Cl)=O.N1C=CC=CC=1.[Br:11][C:12]1[CH:17]=[CH:16][C:15]([C:18](=[O:34])[CH2:19][C:20]([C:26]2[CH:31]=[C:30]([Cl:32])[CH:29]=[C:28]([Cl:33])[CH:27]=2)(O)[C:21]([F:24])([F:23])[F:22])=[CH:14][C:13]=1[CH3:35]. Product: [Br:11][C:12]1[CH:17]=[CH:16][C:15]([C:18](=[O:34])[CH:19]=[C:20]([C:26]2[CH:27]=[C:28]([Cl:33])[CH:29]=[C:30]([Cl:32])[CH:31]=2)[C:21]([F:23])([F:24])[F:22])=[CH:14][C:13]=1[CH3:35]. The catalyst class is: 11.